The task is: Predict the reactants needed to synthesize the given product.. This data is from Full USPTO retrosynthesis dataset with 1.9M reactions from patents (1976-2016). (1) Given the product [ClH:34].[C:39]([C:38]1[CH:42]=[CH:43][C:44]2[NH:45][C:11]([C:9]3[CH:10]=[C:5]([C:3]([OH:2])=[O:4])[CH:6]=[C:7]([C:20]4[CH:25]=[CH:24][CH:23]=[C:22]([S:26](=[O:32])(=[O:33])[NH2:27])[CH:21]=4)[C:8]=3[OH:13])=[N:35][C:36]=2[CH:37]=1)(=[NH:40])[NH2:41], predict the reactants needed to synthesize it. The reactants are: C[O:2][C:3]([C:5]1[CH:6]=[C:7]([C:20]2[CH:25]=[CH:24][CH:23]=[C:22]([S:26](=[O:33])(=[O:32])[NH:27]C(C)(C)C)[CH:21]=2)[C:8]([O:13]COCCOC)=[C:9]([CH:11]=O)[CH:10]=1)=[O:4].[ClH:34].[NH2:35][C:36]1[CH:37]=[C:38]([CH:42]=[CH:43][C:44]=1[NH2:45])[C:39]([NH2:41])=[NH:40]. (2) Given the product [Br:1][C:2]1[CH:3]=[C:4]([N:18]2[C:22]3=[N:23][CH:24]=[CH:25][CH:26]=[C:21]3[C:20]([C:27]([O:29][CH3:30])=[O:28])=[N:19]2)[CH:5]=[C:6]([CH:8]([OH:10])[CH3:9])[CH:7]=1, predict the reactants needed to synthesize it. The reactants are: [Br:1][C:2]1[CH:3]=[C:4]([N:18]2[C:22]3=[N:23][CH:24]=[CH:25][CH:26]=[C:21]3[C:20]([C:27]([O:29][CH3:30])=[O:28])=[N:19]2)[CH:5]=[C:6]([CH:8]([O:10][Si](C(C)(C)C)(C)C)[CH3:9])[CH:7]=1.[F-].C([N+](CCCC)(CCCC)CCCC)CCC. (3) Given the product [F:37][C:27]1[CH:28]=[C:29]([C:33]([OH:36])([CH3:35])[CH3:34])[CH:30]=[C:31]([F:32])[C:26]=1[C:20]1[S:19][C:18]([NH:17][C:2]2[CH:3]=[CH:4][CH:5]=[C:6]([CH2:8][C:9]3[N:10]=[N:11][N:12]([CH2:14][CH2:15][OH:16])[N:13]=3)[N:7]=2)=[C:22]([C:23]([NH2:25])=[O:24])[CH:21]=1, predict the reactants needed to synthesize it. The reactants are: Br[C:2]1[N:7]=[C:6]([CH2:8][C:9]2[N:10]=[N:11][N:12]([CH2:14][CH2:15][OH:16])[N:13]=2)[CH:5]=[CH:4][CH:3]=1.[NH2:17][C:18]1[S:19][C:20]([C:26]2[C:31]([F:32])=[CH:30][C:29]([C:33]([OH:36])([CH3:35])[CH3:34])=[CH:28][C:27]=2[F:37])=[CH:21][C:22]=1[C:23]([NH2:25])=[O:24]. (4) Given the product [CH3:44][N:45]1[CH:49]=[C:48]([S:50]([N:4]2[CH2:5][CH:6]([C:7]3[CH:8]=[CH:9][CH:10]=[CH:11][CH:12]=3)[CH:2]([O:1][C:36]3[CH:41]=[CH:40][CH:39]=[CH:38][CH:37]=3)[CH2:3]2)(=[O:52])=[O:51])[N:47]=[CH:46]1, predict the reactants needed to synthesize it. The reactants are: [OH:1][CH:2]1[CH:6]([C:7]2[CH:12]=[CH:11][CH:10]=[CH:9][CH:8]=2)[CH2:5][N:4](C(OC(C)(C)C)=O)[CH2:3]1.N(/C(OC(C)(C)C)=O)=N/C(OC(C)(C)C)=O.[C:36]1(O)[CH:41]=[CH:40][CH:39]=[CH:38][CH:37]=1.Cl.[CH3:44][N:45]1[CH:49]=[C:48]([S:50](Cl)(=[O:52])=[O:51])[N:47]=[CH:46]1. (5) Given the product [CH3:38][O:1][C:2]1[CH:37]=[N:36][C:5]2[N:6]([C:19]([NH:21][CH:22]([C:26]3[CH:27]=[CH:28][C:29]([C:32]([F:34])([F:33])[F:35])=[CH:30][CH:31]=3)[CH2:23][O:24][CH3:25])=[O:20])[CH2:7][C:8](=[O:18])[N:9]([CH2:10][O:11][CH2:12][CH2:13][Si:14]([CH3:17])([CH3:15])[CH3:16])[C:4]=2[CH:3]=1, predict the reactants needed to synthesize it. The reactants are: [OH:1][C:2]1[CH:37]=[N:36][C:5]2[N:6]([C:19]([NH:21][CH:22]([C:26]3[CH:31]=[CH:30][C:29]([C:32]([F:35])([F:34])[F:33])=[CH:28][CH:27]=3)[CH2:23][O:24][CH3:25])=[O:20])[CH2:7][C:8](=[O:18])[N:9]([CH2:10][O:11][CH2:12][CH2:13][Si:14]([CH3:17])([CH3:16])[CH3:15])[C:4]=2[CH:3]=1.[C:38](=O)([O-])[O-].[K+].[K+].IC.O. (6) Given the product [CH:1](=[N:14][OH:15])[CH:2]=[CH:3]/[CH:4]=[CH:5]\[CH2:6][CH2:7][CH2:8][CH2:9][CH2:10][CH2:11][CH3:12], predict the reactants needed to synthesize it. The reactants are: [CH:1](=O)[CH2:2][CH2:3]/[CH:4]=[CH:5]\[CH2:6][CH2:7][CH2:8][CH2:9][CH2:10][CH2:11][CH3:12].[NH2:14][OH:15]. (7) Given the product [NH2:14][C:13]1[N:12]=[N+:9]([O-:11])[C:3]2[CH:4]=[C:5]([OH:8])[CH:6]=[CH:7][C:2]=2[N:1]=1, predict the reactants needed to synthesize it. The reactants are: [NH2:1][C:2]1[CH:7]=[CH:6][C:5]([OH:8])=[CH:4][C:3]=1[N+:9]([O-:11])=O.[N:12]#[C:13][NH2:14]. (8) Given the product [N+:1]([C:4]1[CH:5]=[CH:6][C:7]([C:10]23[CH2:18][CH:14]4[CH2:15][CH:16]([CH2:17]2)[C:12]([NH2:27])([CH2:13]4)[CH2:11]3)=[CH:8][CH:9]=1)([O-:3])=[O:2], predict the reactants needed to synthesize it. The reactants are: [N+:1]([C:4]1[CH:9]=[CH:8][C:7]([C:10]23[CH2:18][CH:14]4[CH2:15][CH:16]([CH2:17]2)[C:12](C(O)=O)([CH2:13]4)[CH2:11]3)=[CH:6][CH:5]=1)([O-:3])=[O:2].OS(O)(=O)=O.[N-:27]=[N+]=[N-].[Na+]. (9) Given the product [Al+3:9].[Cl-:11].[Cl-:1].[Cl-:11].[Cl-:11].[Cl-:11].[Cl-:11].[Cl-:11].[Zr+4:5], predict the reactants needed to synthesize it. The reactants are: [Cl-:1].[Cl-].[Cl-].[Cl-].[Zr+4:5].[Cl-].[Cl-].[Cl-].[Al+3:9].C(Cl)[Cl:11].